From a dataset of Forward reaction prediction with 1.9M reactions from USPTO patents (1976-2016). Predict the product of the given reaction. (1) The product is: [Cl:1][C:2]1[C:10]2[C:5](=[CH:6][C:7]([OH:11])=[CH:8][CH:9]=2)[N:4]([CH3:13])[C:3]=1[C:14]1[CH:19]=[CH:18][C:17]([O:20][CH3:21])=[CH:16][C:15]=1[N:22]([CH2:23][CH3:24])[CH2:25][CH3:26]. Given the reactants [Cl:1][C:2]1[C:10]2[C:5](=[CH:6][C:7]([O:11]C)=[CH:8][CH:9]=2)[N:4]([CH3:13])[C:3]=1[C:14]1[CH:19]=[CH:18][C:17]([O:20][CH3:21])=[CH:16][C:15]=1[N:22]([CH2:25][CH3:26])[CH2:23][CH3:24].ClC1C2C(=CC(O)=CC=2)N(C)C=1C1C=CC(O)=CC=1N(CC)CC, predict the reaction product. (2) Given the reactants [C:1]([Si:5]([CH3:24])([CH3:23])[O:6][C:7]1[CH:12]=[CH:11][C:10]([C:13](=NO)[CH2:14][C:15]2[CH:20]=[CH:19][CH:18]=[CH:17][CH:16]=2)=[CH:9][CH:8]=1)([CH3:4])([CH3:3])[CH3:2].[CH2:25]([Li])CCC.C[O:31][C:32]([CH:34]1C[CH2:35]1)=[O:33].[Cl-].[NH4+:38], predict the reaction product. The product is: [C:1]([Si:5]([CH3:24])([CH3:23])[O:6][C:7]1[CH:12]=[CH:11][C:10]([C:13]2[CH:18]=[C:17]([C:35]3[CH2:34][CH:32]([OH:33])[O:31][N:38]=3)[CH:16]=[C:15]([CH:20]3[CH2:19][CH2:25]3)[CH:14]=2)=[CH:9][CH:8]=1)([CH3:4])([CH3:3])[CH3:2]. (3) Given the reactants [C:1]([C:5]1[N:10]=[C:9]([NH:11][CH2:12][C:13]2[O:14][CH:15]=[CH:16][CH:17]=2)[C:8]([C:18]([N:20]([CH2:40][CH:41]([CH3:43])[CH3:42])[CH:21]2[CH2:26][CH:25]([CH2:27]OS(C)(=O)=O)[CH2:24][N:23]([C:33]([O:35][C:36]([CH3:39])([CH3:38])[CH3:37])=[O:34])[CH2:22]2)=[O:19])=[CH:7][N:6]=1)([CH3:4])([CH3:3])[CH3:2].[NH:44]1[CH:48]=[CH:47][N:46]=[CH:45]1.C(=O)([O-])[O-].[Cs+].[Cs+], predict the reaction product. The product is: [C:1]([C:5]1[N:10]=[C:9]([NH:11][CH2:12][C:13]2[O:14][CH:15]=[CH:16][CH:17]=2)[C:8]([C:18]([N:20]([CH2:40][CH:41]([CH3:42])[CH3:43])[CH:21]2[CH2:26][CH:25]([CH2:27][N:44]3[CH:48]=[CH:47][N:46]=[CH:45]3)[CH2:24][N:23]([C:33]([O:35][C:36]([CH3:39])([CH3:37])[CH3:38])=[O:34])[CH2:22]2)=[O:19])=[CH:7][N:6]=1)([CH3:4])([CH3:2])[CH3:3]. (4) Given the reactants [N+:1]([C:4]1[CH:9]=[CH:8][C:7]([CH:10]2[CH2:15][S:14](=[O:17])(=[O:16])O[S:12](=[O:19])(=[O:18])[CH2:11]2)=[CH:6][CH:5]=1)([O-:3])=[O:2].[CH3:20][O:21][C:22]1[CH:29]=[CH:28][C:25]([CH2:26][NH2:27])=[CH:24][CH:23]=1, predict the reaction product. The product is: [CH3:20][O:21][C:22]1[CH:29]=[CH:28][C:25]([CH2:26][N:27]2[S:12](=[O:18])(=[O:19])[CH2:11][CH:10]([C:7]3[CH:6]=[CH:5][C:4]([N+:1]([O-:3])=[O:2])=[CH:9][CH:8]=3)[CH2:15][S:14]2(=[O:16])=[O:17])=[CH:24][CH:23]=1. (5) Given the reactants [Cl:1][C:2]1[CH:7]=[CH:6][C:5]([C:8]2[C:14]3[CH:15]=[CH:16][CH:17]=[CH:18][C:13]=3[C:12]3=[C:19]([CH3:22])[O:20][N:21]=[C:11]3[C@H:10]([CH2:23][C:24](OC(C)(C)C)=[O:25])[N:9]=2)=[CH:4][CH:3]=1.C(O)(C(F)(F)F)=O.[CH2:38]([NH2:40])[CH3:39].CN(C(ON1N=NC2C=CC=NC1=2)=[N+](C)C)C.F[P-](F)(F)(F)(F)F.CCN(C(C)C)C(C)C, predict the reaction product. The product is: [Cl:1][C:2]1[CH:3]=[CH:4][C:5]([C:8]2[C:14]3[CH:15]=[CH:16][CH:17]=[CH:18][C:13]=3[C:12]3=[C:19]([CH3:22])[O:20][N:21]=[C:11]3[C@H:10]([CH2:23][C:24]([NH:40][CH2:38][CH3:39])=[O:25])[N:9]=2)=[CH:6][CH:7]=1. (6) Given the reactants I[C:2]1[CH:7]=[CH:6][N:5]=[C:4]([S:8][CH3:9])[N:3]=1.C(N(CC)CC)C.[CH3:17][CH:18]([CH3:22])[CH2:19][C:20]#[CH:21].O, predict the reaction product. The product is: [CH3:17][CH:18]([CH3:22])[CH2:19][C:20]#[C:21][C:2]1[CH:7]=[CH:6][N:5]=[C:4]([S:8][CH3:9])[N:3]=1. (7) Given the reactants [Br:1][C:2]1[C:3]([S:9][CH3:10])=[N:4][C:5](Cl)=[N:6][CH:7]=1.Cl.[C:12]12([NH2:17])[CH2:16][CH:14]([CH2:15]1)[CH2:13]2.CCN(C(C)C)C(C)C, predict the reaction product. The product is: [C:12]12([NH:17][C:5]3[N:4]=[C:3]([S:9][CH3:10])[C:2]([Br:1])=[CH:7][N:6]=3)[CH2:16][CH:14]([CH2:15]1)[CH2:13]2.